The task is: Predict the reactants needed to synthesize the given product.. This data is from Full USPTO retrosynthesis dataset with 1.9M reactions from patents (1976-2016). (1) The reactants are: [H-].[Na+].[F:3][C:4]([F:11])([F:10])[C:5]([O:7]CC)=O.[C:12]([C:15]1[CH:25]=[C:24]([Cl:26])[C:18]2[O:19][CH2:20][C:21](=[O:23])[NH:22][C:17]=2[CH:16]=1)(=[O:14])[CH3:13].Cl. Given the product [Cl:26][C:24]1[C:18]2[O:19][CH2:20][C:21](=[O:23])[NH:22][C:17]=2[CH:16]=[C:15]([C:12](=[O:14])[CH2:13][C:5](=[O:7])[C:4]([F:3])([F:10])[F:11])[CH:25]=1, predict the reactants needed to synthesize it. (2) Given the product [Cl:3][C:4]1[CH:9]=[CH:8][C:7]([O:10][CH2:17][CH:16]([O:19][CH2:20][CH3:21])[O:15][CH2:13][CH3:14])=[CH:6][CH:5]=1, predict the reactants needed to synthesize it. The reactants are: [H-].[Na+].[Cl:3][C:4]1[CH:9]=[CH:8][C:7]([OH:10])=[CH:6][CH:5]=1.[H][H].[CH2:13]([O:15][CH:16]([O:19][CH2:20][CH3:21])[CH2:17]Br)[CH3:14]. (3) Given the product [F:1][C:2]1[CH:3]=[C:4]([C:8]#[C:9][C:10]2[CH:24]=[CH:23][N:13]3[C:14](=[O:22])[C:15]([C:18]([OH:20])=[O:19])=[CH:16][N:17]=[C:12]3[CH:11]=2)[CH:5]=[CH:6][CH:7]=1, predict the reactants needed to synthesize it. The reactants are: [F:1][C:2]1[CH:3]=[C:4]([C:8]#[C:9][C:10]2[CH:24]=[CH:23][N:13]3[C:14](=[O:22])[C:15]([C:18]([O:20]C)=[O:19])=[CH:16][N:17]=[C:12]3[CH:11]=2)[CH:5]=[CH:6][CH:7]=1.[OH-].[Na+].Cl. (4) Given the product [CH:2]1[C:15]2[N:14]([CH2:16][CH2:17][NH:18][S:35]([C:32]3[CH:31]=[CH:30][C:29]([O:28][C:27]([F:26])([F:39])[F:40])=[CH:34][CH:33]=3)(=[O:37])=[O:36])[C:13]3[C:8](=[CH:9][CH:10]=[CH:11][CH:12]=3)[S:7][C:6]=2[CH:5]=[CH:4][CH:3]=1, predict the reactants needed to synthesize it. The reactants are: Cl.[CH:2]1[C:15]2[N:14]([CH2:16][CH2:17][NH2:18])[C:13]3[C:8](=[CH:9][CH:10]=[CH:11][CH:12]=3)[S:7][C:6]=2[CH:5]=[CH:4][CH:3]=1.C(N(CC)CC)C.[F:26][C:27]([F:40])([F:39])[O:28][C:29]1[CH:34]=[CH:33][C:32]([S:35](Cl)(=[O:37])=[O:36])=[CH:31][CH:30]=1. (5) Given the product [F:1]/[C:2](/[C:14]1[CH:18]=[C:17]([CH3:19])[N:16]([CH2:21][C:22]2[CH:23]=[C:24]([CH:29]=[CH:30][CH:31]=2)[C:25]([O:27][CH3:28])=[O:26])[N:15]=1)=[CH:3]\[C:4]1[CH:5]=[CH:6][C:7]([C:10]([F:13])([F:12])[F:11])=[CH:8][CH:9]=1, predict the reactants needed to synthesize it. The reactants are: [F:1]/[C:2](/[C:14]1[CH:18]=[C:17]([CH3:19])[NH:16][N:15]=1)=[CH:3]\[C:4]1[CH:9]=[CH:8][C:7]([C:10]([F:13])([F:12])[F:11])=[CH:6][CH:5]=1.Br[CH2:21][C:22]1[CH:23]=[C:24]([CH:29]=[CH:30][CH:31]=1)[C:25]([O:27][CH3:28])=[O:26]. (6) The reactants are: [Br:1][C:2]1[CH:3]=C[C:5](Cl)=[N:6][CH:7]=1.[F-].[K+].[C:11]([O:15][C:16]([N:18]1[CH2:23][CH2:22][CH:21]([NH:24][CH2:25][C:26]2[CH:31]=[C:30]([C:32]([F:35])([F:34])[F:33])[CH:29]=[C:28]([C:36]([F:39])([F:38])[F:37])[CH:27]=2)[CH2:20][CH:19]1[CH2:40][CH3:41])=[O:17])([CH3:14])([CH3:13])[CH3:12].C([N:45](CC)C(C)C)(C)C. Given the product [C:11]([O:15][C:16]([N:18]1[CH2:23][CH2:22][CH:21]([N:24]([CH2:25][C:26]2[CH:31]=[C:30]([C:32]([F:34])([F:33])[F:35])[CH:29]=[C:28]([C:36]([F:39])([F:37])[F:38])[CH:27]=2)[C:5]2[N:45]=[CH:3][C:2]([Br:1])=[CH:7][N:6]=2)[CH2:20][CH:19]1[CH2:40][CH3:41])=[O:17])([CH3:14])([CH3:13])[CH3:12], predict the reactants needed to synthesize it.